From a dataset of Catalyst prediction with 721,799 reactions and 888 catalyst types from USPTO. Predict which catalyst facilitates the given reaction. (1) Reactant: Br[C:2]1[CH:3]=[CH:4][C:5]([O:8][CH3:9])=[N:6][CH:7]=1.C([Li])CCC.[C:15](#[N:18])[CH2:16][CH3:17].O.O.O.O.O.O.O.O.O.O.S([O-])([O-])(=O)=O.[Na+].[Na+].S([O-])([O-])(=O)=O.[Mg+2].[BH4-].[Na+].Cl. Product: [CH3:9][O:8][C:5]1[N:6]=[CH:7][C:2]([CH:15]([NH2:18])[CH2:16][CH3:17])=[CH:3][CH:4]=1. The catalyst class is: 27. (2) Reactant: [OH:1][C:2]1[CH:3]=[C:4]([C:8]2[N:33]=[C:11]3[CH:12]=[C:13]([NH:16][C:17]([C:19]4[N:20]([CH3:32])[N:21]=[CH:22][C:23]=4[C:24]([N:26]4[CH2:31][CH2:30][O:29][CH2:28][CH2:27]4)=[O:25])=[O:18])[CH:14]=[CH:15][N:10]3[N:9]=2)[CH:5]=[CH:6][CH:7]=1.CN1C(=O)CCC1.[CH3:41][C:42]1[CH:47]=[CH:46][C:45]([S:48]([O:51][CH2:52][CH2:53]OS(C2C=CC(C)=CC=2)(=O)=O)(=[O:50])=[O:49])=[CH:44][CH:43]=1.C(=O)([O-])[O-].[Cs+].[Cs+]. Product: [CH3:32][N:20]1[C:19]([C:17]([NH:16][C:13]2[CH:14]=[CH:15][N:10]3[N:9]=[C:8]([C:4]4[CH:3]=[C:2]([CH:7]=[CH:6][CH:5]=4)[O:1][CH2:53][CH2:52][O:51][S:48]([C:45]4[CH:46]=[CH:47][C:42]([CH3:41])=[CH:43][CH:44]=4)(=[O:50])=[O:49])[N:33]=[C:11]3[CH:12]=2)=[O:18])=[C:23]([C:24]([N:26]2[CH2:27][CH2:28][O:29][CH2:30][CH2:31]2)=[O:25])[CH:22]=[N:21]1. The catalyst class is: 238. (3) Reactant: [Br:1][C:2]1[CH:3]=[C:4]([CH2:8][NH2:9])[CH:5]=[CH:6][CH:7]=1.O=[C:11]1[CH2:16][CH2:15][N:14]([C:17]([O:19][C:20]([CH3:23])([CH3:22])[CH3:21])=[O:18])[CH2:13][CH2:12]1.C(O[BH-](OC(=O)C)OC(=O)C)(=O)C.[Na+].C(O)(=O)C. Product: [Br:1][C:2]1[CH:3]=[C:4]([CH:5]=[CH:6][CH:7]=1)[CH2:8][NH:9][CH:11]1[CH2:16][CH2:15][N:14]([C:17]([O:19][C:20]([CH3:23])([CH3:22])[CH3:21])=[O:18])[CH2:13][CH2:12]1. The catalyst class is: 4. (4) Reactant: Cl[C:2]1[C:7]([CH:8]=[O:9])=[C:6]([N:10]2[CH2:23][CH2:22][N:13]3[C:14]4[CH2:15][CH2:16][CH2:17][CH2:18][C:19]=4[C:20]([F:21])=[C:12]3[C:11]2=[O:24])[N:5]=[CH:4][CH:3]=1.[CH3:25][N:26]1[CH:31]=[C:30](B2OC(C)(C)C(C)(C)O2)[CH:29]=[C:28]([NH:41][C:42]2[CH:47]=[CH:46][N:45]=[C:44]([CH3:48])[N:43]=2)[C:27]1=[O:49].C([O-])(=O)C.[Na+].[O-]P([O-])([O-])=O.[K+].[K+].[K+]. Product: [F:21][C:20]1[C:19]2[CH2:18][CH2:17][CH2:16][CH2:15][C:14]=2[N:13]2[CH2:22][CH2:23][N:10]([C:6]3[N:5]=[CH:4][CH:3]=[C:2]([C:30]4[CH:29]=[C:28]([NH:41][C:42]5[CH:47]=[CH:46][N:45]=[C:44]([CH3:48])[N:43]=5)[C:27](=[O:49])[N:26]([CH3:25])[CH:31]=4)[C:7]=3[CH:8]=[O:9])[C:11](=[O:24])[C:12]=12. The catalyst class is: 543.